Dataset: Catalyst prediction with 721,799 reactions and 888 catalyst types from USPTO. Task: Predict which catalyst facilitates the given reaction. (1) Reactant: [Li+].[BH4-].C([O:6][C:7]1[CH:12]=[CH:11][C:10]([C@@H:13]2[CH2:15][C@H:14]2[NH:16][C:17](=[O:23])[O:18][C:19]([CH3:22])([CH3:21])[CH3:20])=[CH:9][CH:8]=1)C=C. Product: [OH:6][C:7]1[CH:12]=[CH:11][C:10]([C@@H:13]2[CH2:15][C@H:14]2[NH:16][C:17](=[O:23])[O:18][C:19]([CH3:21])([CH3:20])[CH3:22])=[CH:9][CH:8]=1. The catalyst class is: 176. (2) Reactant: [NH2:1][C:2]1[N:7]=[CH:6][C:5]([C:8]([N:10]2[CH2:15][CH2:14][O:13][CH2:12][C@H:11]2[CH3:16])=[O:9])=[CH:4][CH:3]=1.Br[C:18]1[C:19](=[O:26])[N:20]([CH3:25])[N:21]=[C:22]([Cl:24])[CH:23]=1.C(=O)([O-])[O-].[Cs+].[Cs+].CC1(C)C2C(=C(P(C3C=CC=CC=3)C3C=CC=CC=3)C=CC=2)OC2C(P(C3C=CC=CC=3)C3C=CC=CC=3)=CC=CC1=2. Product: [Cl:24][C:22]1[CH:23]=[C:18]([NH:1][C:2]2[CH:3]=[CH:4][C:5]([C:8]([N:10]3[CH2:15][CH2:14][O:13][CH2:12][C@H:11]3[CH3:16])=[O:9])=[CH:6][N:7]=2)[C:19](=[O:26])[N:20]([CH3:25])[N:21]=1. The catalyst class is: 102. (3) Reactant: [Cl:1][CH2:2][S:3]([NH:6][C:7]1[CH:12]=[C:11]([N:13]=[C:14]=[O:15])[C:10]([F:16])=[CH:9][C:8]=1[Cl:17])(=[O:5])=[O:4].[F:18][C@@H:19]1[CH2:23][NH:22][C@@H:21]([C:24]([OH:26])=[O:25])[CH2:20]1. Product: [Cl:17][C:8]1[C:7]([NH:6][S:3]([CH2:2][Cl:1])(=[O:4])=[O:5])=[CH:12][C:11]([NH:13][C:14]([N:22]2[CH2:23][C@@H:19]([F:18])[CH2:20][C@@H:21]2[C:24]([OH:26])=[O:25])=[O:15])=[C:10]([F:16])[CH:9]=1. The catalyst class is: 7. (4) Reactant: [F:1][C:2]1[C:9]([F:10])=[CH:8][CH:7]=[C:6]([O:11][CH3:12])[C:3]=1[CH2:4]Cl.[Cl:13][C:14]1[CH:19]=[CH:18][C:17]([OH:20])=[C:16]([O:21][CH3:22])[CH:15]=1.C(=O)([O-])[O-].[K+].[K+].[I-].[Na+]. Product: [Cl:13][C:14]1[CH:19]=[CH:18][C:17]([O:20][CH2:4][C:3]2[C:6]([O:11][CH3:12])=[CH:7][CH:8]=[C:9]([F:10])[C:2]=2[F:1])=[C:16]([O:21][CH3:22])[CH:15]=1. The catalyst class is: 35. (5) The catalyst class is: 23. Reactant: Cl[C:2]1[C:3](=[O:18])[N:4]([CH:15]([CH3:17])[CH3:16])[S:5](=[O:14])(=[O:13])[C:6]=1[C:7]1[CH:12]=[CH:11][CH:10]=[CH:9][CH:8]=1.[N:19]1([C:25]2[CH:30]=[CH:29][C:28]([NH2:31])=[CH:27][CH:26]=2)[CH2:24][CH2:23][O:22][CH2:21][CH2:20]1. Product: [CH:15]([N:4]1[C:3](=[O:18])[C:2]([NH:31][C:28]2[CH:27]=[CH:26][C:25]([N:19]3[CH2:24][CH2:23][O:22][CH2:21][CH2:20]3)=[CH:30][CH:29]=2)=[C:6]([C:7]2[CH:12]=[CH:11][CH:10]=[CH:9][CH:8]=2)[S:5]1(=[O:14])=[O:13])([CH3:17])[CH3:16]. (6) Reactant: FC1C=CC(B2OC(C)(C)C(C)(C)O2)=CC=1C#N.[CH3:19][S:20]([CH:23]1[CH2:26][N:25]([C:27]2[CH:34]=[CH:33][C:32]([B:35]3[O:39][C:38]([CH3:41])([CH3:40])[C:37]([CH3:43])([CH3:42])[O:36]3)=[CH:31][C:28]=2[C:29]#[N:30])[CH2:24]1)(=[O:22])=[O:21].C(=O)([O-])[O-].[K+].[K+].Cl.CS(C1CNC1)(=O)=O. Product: [CH3:19][S:20]([CH:23]1[CH2:24][N:25]([C:27]2[CH:34]=[CH:33][C:32]([B:35]3[O:39][C:38]([CH3:41])([CH3:40])[C:37]([CH3:43])([CH3:42])[O:36]3)=[CH:31][C:28]=2[C:29]#[N:30])[CH2:26]1)(=[O:22])=[O:21]. The catalyst class is: 80. (7) Reactant: Cl[S:2]([C:5]1[CH:6]=[C:7]([CH:12]=[C:13]([C:15]([F:18])([F:17])[F:16])[CH:14]=1)[C:8]([O:10][CH3:11])=[O:9])(=[O:4])=[O:3].CC[N:21]([CH:25]([CH3:27])C)[CH:22](C)C.N1CCC1.[NH4+].[Cl-]. Product: [N:21]1([S:2]([C:5]2[CH:6]=[C:7]([CH:12]=[C:13]([C:15]([F:18])([F:17])[F:16])[CH:14]=2)[C:8]([O:10][CH3:11])=[O:9])(=[O:4])=[O:3])[CH2:22][CH2:27][CH2:25]1. The catalyst class is: 91. (8) Reactant: [Cl:1][C:2]1[CH:3]=[C:4]([S:8][C:9]2[CH:18]=[CH:17][C:12]([C:13]([O:15]C)=[O:14])=[CH:11][CH:10]=2)[CH:5]=[CH:6][CH:7]=1.[Li+].[OH-].C(O)(=O)CC(CC(O)=O)(C(O)=O)O. Product: [Cl:1][C:2]1[CH:3]=[C:4]([S:8][C:9]2[CH:18]=[CH:17][C:12]([C:13]([OH:15])=[O:14])=[CH:11][CH:10]=2)[CH:5]=[CH:6][CH:7]=1. The catalyst class is: 87. (9) Reactant: CCN=C=NCCCN(C)C.Cl.[CH2:13]([C:15]1[CH:27]=[C:26]([C:28]2[N:32]=[C:31]([C:33]3[CH:38]=[C:37]([O:39][CH3:40])[N:36]=[C:35]([CH:41]([CH2:44][CH3:45])[CH2:42][CH3:43])[CH:34]=3)[O:30][N:29]=2)[CH:25]=[C:24]([CH3:46])[C:16]=1[O:17][CH2:18][C@@H:19]([OH:23])[CH2:20][NH:21][CH3:22])[CH3:14].[C:47]([OH:51])(=O)[CH2:48][OH:49].C1C=CC2N(O)N=NC=2C=1. Product: [CH2:13]([C:15]1[CH:27]=[C:26]([C:28]2[N:32]=[C:31]([C:33]3[CH:38]=[C:37]([O:39][CH3:40])[N:36]=[C:35]([CH:41]([CH2:44][CH3:45])[CH2:42][CH3:43])[CH:34]=3)[O:30][N:29]=2)[CH:25]=[C:24]([CH3:46])[C:16]=1[O:17][CH2:18][C@@H:19]([OH:23])[CH2:20][N:21]([CH3:22])[C:47](=[O:51])[CH2:48][OH:49])[CH3:14]. The catalyst class is: 1. (10) Reactant: [NH:1]1[C:10]2[C:5](=[CH:6][CH:7]=[CH:8][CH:9]=2)[C:4](=[O:11])[CH2:3][CH2:2]1.C(N(CC)CC)C.[C:19]1([CH3:29])[CH:24]=[CH:23][C:22]([S:25](Cl)(=[O:27])=[O:26])=[CH:21][CH:20]=1. Product: [C:19]1([CH3:29])[CH:24]=[CH:23][C:22]([S:25]([N:1]2[C:10]3[C:5](=[CH:6][CH:7]=[CH:8][CH:9]=3)[C:4](=[O:11])[CH2:3][CH2:2]2)(=[O:27])=[O:26])=[CH:21][CH:20]=1. The catalyst class is: 4.